This data is from Forward reaction prediction with 1.9M reactions from USPTO patents (1976-2016). The task is: Predict the product of the given reaction. (1) Given the reactants Br[C:2]1[S:3][C:4]2[CH:10]=[C:9]([CH:11]=[O:12])[CH:8]=[C:7]([F:13])[C:5]=2[N:6]=1.[CH:14]([NH2:17])([CH3:16])[CH3:15].Cl.C([O-])(O)=O.[Na+], predict the reaction product. The product is: [F:13][C:7]1[C:5]2[N:6]=[C:2]([NH:17][CH:14]([CH3:16])[CH3:15])[S:3][C:4]=2[CH:10]=[C:9]([CH:11]=[O:12])[CH:8]=1. (2) Given the reactants C(NC(C)C)(C)C.[Li]CCCC.[CH:13]1[CH:14]=[C:15]([N:21]2[CH2:26][CH2:25][N:24]([CH2:27][CH2:28][CH2:29][CH2:30][O:31][C:32]3[CH:33]=[CH:34][C:35]4[CH2:42][CH2:41][C:39](=[O:40])[NH:38][C:36]=4[CH:37]=3)[CH2:23][CH2:22]2)[C:16]([Cl:20])=[C:17]([Cl:19])[CH:18]=1.[CH:43]([O:46][C:47](Cl)=[O:48])([CH3:45])[CH3:44], predict the reaction product. The product is: [Cl:20][C:16]1[C:17]([Cl:19])=[CH:18][CH:13]=[CH:14][C:15]=1[N:21]1[CH2:26][CH2:25][N:24]([CH2:27][CH2:28][CH2:29][CH2:30][O:31][C:32]2[CH:37]=[C:36]3[C:35]([CH2:42][CH2:41][C:39](=[O:40])[N:38]3[C:47]([O:46][CH:43]([CH3:45])[CH3:44])=[O:48])=[CH:34][CH:33]=2)[CH2:23][CH2:22]1.